Dataset: Full USPTO retrosynthesis dataset with 1.9M reactions from patents (1976-2016). Task: Predict the reactants needed to synthesize the given product. (1) Given the product [CH3:21][C:20]1[N:19]=[C:18]([CH2:17][N:7]([C:5]2[CH:6]=[CH:1][CH:2]=[CH:3][N:4]=2)[C:8]2[CH:9]=[CH:10][CH:11]=[CH:12][N:13]=2)[CH:25]=[CH:26][CH:27]=1, predict the reactants needed to synthesize it. The reactants are: [CH:1]1[CH:6]=[C:5]([NH:7][C:8]2[N:13]=[CH:12][CH:11]=[CH:10][CH:9]=2)[N:4]=[CH:3][CH:2]=1.[H-].[Na+].Cl[CH2:17][C:18]1N(C)[C:21]2C=[CH:25][CH:26]=[CH:27][C:20]=2[N:19]=1. (2) The reactants are: C(O[C:6]([N:8]1[CH2:12][C:11](=[N:13][O:14][CH3:15])[CH2:10][C@H:9]1[C:16]([OH:18])=O)=[O:7])(C)(C)C.[CH3:19][C:20]1[CH:25]=[CH:24][CH:23]=[CH:22][C:21]=1[C:26]1[CH:31]=[CH:30][C:29](C(O)=O)=[CH:28][CH:27]=1.[NH2:35][CH2:36][CH:37]([OH:39])[CH3:38]. Given the product [OH:39][CH:37]([CH3:38])[CH2:36][NH:35][C:16]([C@@H:9]1[CH2:10][C:11](=[N:13][O:14][CH3:15])[CH2:12][N:8]1[C:6]([C:29]1[CH:28]=[CH:27][C:26]([C:21]2[CH:22]=[CH:23][CH:24]=[CH:25][C:20]=2[CH3:19])=[CH:31][CH:30]=1)=[O:7])=[O:18], predict the reactants needed to synthesize it. (3) Given the product [NH2:5][C:6]1[CH:15]=[C:14]([C:16]2[CH:17]=[CH:18][C:19]([NH2:22])=[CH:20][CH:21]=2)[C:13]2[C:8](=[CH:9][CH:10]=[C:11]([Cl:25])[CH:12]=2)[N:7]=1, predict the reactants needed to synthesize it. The reactants are: Cl.C([NH:5][C:6]1[CH:15]=[C:14]([C:16]2[CH:21]=[CH:20][C:19]([N+:22]([O-])=O)=[CH:18][CH:17]=2)[C:13]2[C:8](=[CH:9][CH:10]=[C:11]([Cl:25])[CH:12]=2)[N:7]=1)(=O)C. (4) The reactants are: [Cl:1][C:2]1[CH:7]=[CH:6][CH:5]=[CH:4][C:3]=1[N:8]1[C:12](=[O:13])[N:11]([CH3:14])[N:10]=[C:9]1[C:15]1[S:31][C:18]2[C:19]3[CH:27]=[CH:26][C:25]([C:28]([OH:30])=O)=[CH:24][C:20]=3[O:21][CH2:22][CH2:23][C:17]=2[CH:16]=1.O=S(Cl)[Cl:34]. Given the product [Cl:1][C:2]1[CH:7]=[CH:6][CH:5]=[CH:4][C:3]=1[N:8]1[C:12](=[O:13])[N:11]([CH3:14])[N:10]=[C:9]1[C:15]1[S:31][C:18]2[C:19]3[CH:27]=[CH:26][C:25]([C:28]([Cl:34])=[O:30])=[CH:24][C:20]=3[O:21][CH2:22][CH2:23][C:17]=2[CH:16]=1, predict the reactants needed to synthesize it.